Predict the reaction yield, written as a fraction of the theoretical maximum amount of product (1.0 means a 100% yield; for example, 0.34 means a 34% yield). From a dataset of Reaction yield outcomes from USPTO patents with 853,638 reactions. (1) The reactants are C(O)(C(F)(F)F)=O.[F:8][C:9]1[CH:10]=[C:11]([NH:19][C:20]([C@H:22]2[C:31]3[C:26](=[CH:27][C:28]([O:32][CH3:33])=[CH:29][CH:30]=3)[CH2:25][CH2:24][N:23]2[C:34]([C@H:36]2[CH2:39][C@H:38]([CH2:40][C:41]([O:43]C(C)(C)C)=[O:42])[CH2:37]2)=[O:35])=[O:21])[CH:12]=[CH:13][C:14]=1[Si:15]([CH3:18])([CH3:17])[CH3:16].C(=O)([O-])O.[Na+]. The catalyst is O.C(#N)C. The product is [F:8][C:9]1[CH:10]=[C:11]([NH:19][C:20]([C@H:22]2[C:31]3[C:26](=[CH:27][C:28]([O:32][CH3:33])=[CH:29][CH:30]=3)[CH2:25][CH2:24][N:23]2[C:34]([C@H:36]2[CH2:39][C@H:38]([CH2:40][C:41]([OH:43])=[O:42])[CH2:37]2)=[O:35])=[O:21])[CH:12]=[CH:13][C:14]=1[Si:15]([CH3:16])([CH3:17])[CH3:18]. The yield is 0.367. (2) The reactants are [Br:1][C:2]1[CH:7]=[CH:6][C:5]([NH:8][C:9]2[C:10]([C:19](O)=[O:20])=[CH:11][C:12]3[NH:16][CH:15]=[N:14][C:13]=3[C:17]=2[F:18])=[C:4]([Cl:22])[CH:3]=1.C1C=[CH:25][C:26]2N(O)N=N[C:27]=2[CH:28]=1.C(N(CC)CC)C.Cl.C1([N:44](C)[OH:45])CC1.CCN=C=NCCCN(C)C. The catalyst is CN(C=O)C.C(OCC)(=O)C.O. The product is [CH:26]1([CH2:25][O:45][NH:44][C:19]([C:10]2[C:9]([NH:8][C:5]3[CH:6]=[CH:7][C:2]([Br:1])=[CH:3][C:4]=3[Cl:22])=[C:17]([F:18])[C:13]3[N:14]=[CH:15][NH:16][C:12]=3[CH:11]=2)=[O:20])[CH2:27][CH2:28]1. The yield is 0.890. (3) The reactants are [F:1][CH2:2][C:3]1[CH:4]=[C:5]([C:13](OC)=[O:14])[CH:6]=[C:7]([CH:12]=1)[C:8]([O:10][CH3:11])=[O:9].[BH4-].[Na+].CO. The catalyst is C1COCC1. The product is [F:1][CH2:2][C:3]1[CH:12]=[C:7]([CH:6]=[C:5]([CH2:13][OH:14])[CH:4]=1)[C:8]([O:10][CH3:11])=[O:9]. The yield is 0.800. (4) The reactants are [CH:1]([C:4]1[CH:9]=[CH:8][CH:7]=[C:6]([CH:10]([CH3:12])[CH3:11])[C:5]=1[OH:13])([CH3:3])[CH3:2].[C:14](=O)([O-])[O-].[K+].[K+].CI. The catalyst is CC(C)=O. The product is [CH:10]([C:6]1[CH:7]=[CH:8][CH:9]=[C:4]([CH:1]([CH3:3])[CH3:2])[C:5]=1[O:13][CH3:14])([CH3:12])[CH3:11]. The yield is 0.700.